From a dataset of Forward reaction prediction with 1.9M reactions from USPTO patents (1976-2016). Predict the product of the given reaction. (1) Given the reactants [CH3:1][C:2]1[O:8][C:5]([CH2:6][NH2:7])=[CH:4][CH:3]=1.F[C:10]1[CH:18]=[N:17][CH:16]=[CH:15][C:11]=1[C:12]([OH:14])=[O:13], predict the reaction product. The product is: [CH3:1][C:2]1[O:8][C:5]([CH2:6][NH:7][C:15]2[CH:16]=[N:17][CH:18]=[CH:10][C:11]=2[C:12]([OH:14])=[O:13])=[CH:4][CH:3]=1. (2) Given the reactants Cl[C:2]1[N:7]=[C:6]([O:8][C:9]2[C:18]3[C:13](=[CH:14][CH:15]=[CH:16][CH:17]=3)[C:12]([NH:19][C:20]([NH:22][C:23]3[N:27]([C:28]4[CH:33]=[CH:32][C:31]([CH3:34])=[CH:30][CH:29]=4)[N:26]=[C:25]([C:35]([CH3:39])([C:37]#[CH:38])[CH3:36])[CH:24]=3)=[O:21])=[CH:11][CH:10]=2)[CH:5]=[CH:4][N:3]=1.[CH3:40][O:41][C:42]1[CH:43]=[C:44]([CH:46]=[C:47]([O:49][CH2:50][CH2:51][N:52]2[CH2:57][CH2:56][O:55][CH2:54][CH2:53]2)[CH:48]=1)[NH2:45], predict the reaction product. The product is: [CH3:40][O:41][C:42]1[CH:43]=[C:44]([NH:45][C:2]2[N:7]=[C:6]([O:8][C:9]3[C:18]4[C:13](=[CH:14][CH:15]=[CH:16][CH:17]=4)[C:12]([NH:19][C:20]([NH:22][C:23]4[N:27]([C:28]5[CH:29]=[CH:30][C:31]([CH3:34])=[CH:32][CH:33]=5)[N:26]=[C:25]([C:35]([CH3:36])([C:37]#[CH:38])[CH3:39])[CH:24]=4)=[O:21])=[CH:11][CH:10]=3)[CH:5]=[CH:4][N:3]=2)[CH:46]=[C:47]([O:49][CH2:50][CH2:51][N:52]2[CH2:57][CH2:56][O:55][CH2:54][CH2:53]2)[CH:48]=1. (3) Given the reactants [C:1]([O:5][C:6]([NH:8][CH2:9][C@H:10]1[CH2:15][CH2:14][C@H:13]([C:16]([NH:18][C@H:19]([C:37](=[O:50])[NH:38][C:39]2[CH:44]=[CH:43][C:42]([C:45]3[N:46]=[N:47][NH:48][N:49]=3)=[CH:41][CH:40]=2)[CH2:20][C:21]2[CH:26]=[CH:25][C:24]([C:27]3[C:32]([CH3:33])=[CH:31][CH:30]=[C:29]([C:34]([OH:36])=O)[CH:28]=3)=[CH:23][CH:22]=2)=[O:17])[CH2:12][CH2:11]1)=[O:7])([CH3:4])([CH3:3])[CH3:2].[NH2:51][C@H:52]1[CH2:57][CH2:56][C@H:55]([OH:58])[CH2:54][CH2:53]1.C(N(CC)C(C)C)(C)C.F[P-](F)(F)(F)(F)F.CN(C(N(C)C)=[N+]1C2C(=NC=CC=2)[N+]([O-])=N1)C, predict the reaction product. The product is: [OH:58][C@H:55]1[CH2:56][CH2:57][C@H:52]([NH:51][C:34]([C:29]2[CH:30]=[CH:31][C:32]([CH3:33])=[C:27]([C:24]3[CH:23]=[CH:22][C:21]([CH2:20][C@H:19]([NH:18][C:16]([C@H:13]4[CH2:12][CH2:11][C@H:10]([CH2:9][NH:8][C:6](=[O:7])[O:5][C:1]([CH3:2])([CH3:3])[CH3:4])[CH2:15][CH2:14]4)=[O:17])[C:37](=[O:50])[NH:38][C:39]4[CH:40]=[CH:41][C:42]([C:45]5[N:49]=[N:48][NH:47][N:46]=5)=[CH:43][CH:44]=4)=[CH:26][CH:25]=3)[CH:28]=2)=[O:36])[CH2:53][CH2:54]1. (4) Given the reactants [C:1]1([C:7]2[O:8][CH:9]=[N:10][N:11]=2)[CH:6]=[CH:5][CH:4]=[CH:3][CH:2]=1.[Li]CCCC.[N:17]#N.CCOCC.[C:24]([C@:31](N)([CH2:34][CH3:35])[CH:32]=[O:33])([O:26][C:27]([CH3:30])([CH3:29])[CH3:28])=[O:25], predict the reaction product. The product is: [C:24]([C@@H:31]([CH2:34][CH2:35][NH2:17])[CH:32]([C:9]1[O:8][C:7]([C:1]2[CH:2]=[CH:3][CH:4]=[CH:5][CH:6]=2)=[N:11][N:10]=1)[OH:33])([O:26][C:27]([CH3:30])([CH3:29])[CH3:28])=[O:25]. (5) Given the reactants [CH2:1]([Br:8])[C:2]1[CH:7]=[CH:6][CH:5]=[CH:4][CH:3]=1.C(=O)([O-])[O-].[K+].[K+].Cl.[C:16]([O:19][CH2:20][CH3:21])(=O)[CH3:17].[CH2:22](Cl)Cl.[CH3:25][CH2:26][CH2:27][CH2:28][CH2:29]C, predict the reaction product. The product is: [Br:8][C:1]1[C:2]2[CH2:7][CH2:6][CH2:5][CH2:4][C:3]=2[C:16]([O:19][CH2:20][C:21]2[CH:29]=[CH:28][CH:27]=[CH:26][CH:25]=2)=[CH:17][CH:22]=1.